This data is from Reaction yield outcomes from USPTO patents with 853,638 reactions. The task is: Predict the reaction yield, written as a fraction of the theoretical maximum amount of product (1.0 means a 100% yield; for example, 0.34 means a 34% yield). (1) The reactants are [NH:1]1[C:9]2[C:4](=[CH:5][CH:6]=[CH:7][CH:8]=2)[C:3]([CH2:10][NH:11][C:12]2[CH:16]=[CH:15][NH:14][C:13]=2[C:17]([O:19]CC)=O)=[CH:2]1.C([N:30]=[C:31]=[S:32])(=O)C1C=CC=CC=1. The catalyst is CO.C(Cl)Cl. The product is [NH:1]1[C:9]2[C:4](=[CH:5][CH:6]=[CH:7][CH:8]=2)[C:3]([CH2:10][N:11]2[C:12]3[CH:16]=[CH:15][NH:14][C:13]=3[C:17](=[O:19])[NH:30][C:31]2=[S:32])=[CH:2]1. The yield is 0.210. (2) The reactants are FC(F)(F)C(O)=O.[NH2:8][C@H:9]1[C@H:18]([C:19]([O:21][CH2:22][CH3:23])=[O:20])[CH2:17][C:16]2[C:11](=[CH:12][CH:13]=[CH:14][CH:15]=2)[CH2:10]1.[Cl:24][C:25]1[CH:26]=[C:27]2[C:31](=[CH:32][CH:33]=1)[NH:30][C:29]([C:34](O)=[O:35])=[CH:28]2.Cl.C(N=C=N)C.ON1C2N=CC=CC=2N=N1.C(N(C(C)C)CC)(C)C. The catalyst is O1CCCC1.C(OCC)(=O)C. The product is [CH2:22]([O:21][C:19]([C@H:18]1[C@H:9]([NH:8][C:34]([C:29]2[NH:30][C:31]3[C:27]([CH:28]=2)=[CH:26][C:25]([Cl:24])=[CH:33][CH:32]=3)=[O:35])[CH2:10][C:11]2[C:16](=[CH:15][CH:14]=[CH:13][CH:12]=2)[CH2:17]1)=[O:20])[CH3:23]. The yield is 0.770.